Dataset: Full USPTO retrosynthesis dataset with 1.9M reactions from patents (1976-2016). Task: Predict the reactants needed to synthesize the given product. (1) Given the product [Cl:1][C:2]1[CH:3]=[N:4][CH:5]=[C:6]([Cl:27])[C:7]=1[NH:8][C:9]([C:11]1[C:19]2[C:18]3[CH:20]=[C:21]([NH:24][C:28](=[O:30])[CH3:29])[CH:22]=[CH:23][C:17]=3[O:16][C:15]=2[C:14]([O:25][CH3:26])=[CH:13][CH:12]=1)=[O:10], predict the reactants needed to synthesize it. The reactants are: [Cl:1][C:2]1[CH:3]=[N:4][CH:5]=[C:6]([Cl:27])[C:7]=1[NH:8][C:9]([C:11]1[C:19]2[C:18]3[CH:20]=[C:21]([NH2:24])[CH:22]=[CH:23][C:17]=3[O:16][C:15]=2[C:14]([O:25][CH3:26])=[CH:13][CH:12]=1)=[O:10].[C:28](Cl)(=[O:30])[CH3:29].N1C=CC=CC=1. (2) Given the product [CH3:3][CH:2]([N:4]1[CH2:5][CH2:6][CH:7]([O:10][C:11]2[CH:16]=[CH:15][C:14]([CH:17]3[CH2:18][CH2:19][NH:20][CH2:21][CH2:22]3)=[CH:13][CH:12]=2)[CH2:8][CH2:9]1)[CH3:1], predict the reactants needed to synthesize it. The reactants are: [CH3:1][CH:2]([N:4]1[CH2:9][CH2:8][CH:7]([O:10][C:11]2[CH:16]=[CH:15][C:14]([C:17]3[CH2:18][CH2:19][N:20](C(OCC4C=CC=CC=4)=O)[CH2:21][CH:22]=3)=[CH:13][CH:12]=2)[CH2:6][CH2:5]1)[CH3:3]. (3) Given the product [C:9]([O:13][C:14]([N:16]1[CH2:22][CH2:21][C:20]2[C:23]([S:28][CH2:29][C:30]3[CH:31]=[N:32][C:33]([NH:8][CH2:7][CH:1]4[CH2:6][CH2:5][CH2:4][CH2:3][CH2:2]4)=[CH:34][CH:35]=3)=[C:24]([Cl:27])[CH:25]=[CH:26][C:19]=2[CH2:18][CH2:17]1)=[O:15])([CH3:12])([CH3:10])[CH3:11], predict the reactants needed to synthesize it. The reactants are: [CH:1]1([CH2:7][NH2:8])[CH2:6][CH2:5][CH2:4][CH2:3][CH2:2]1.[C:9]([O:13][C:14]([N:16]1[CH2:22][CH2:21][C:20]2[C:23]([S:28][CH2:29][C:30]3[CH:31]=[N:32][C:33](Cl)=[CH:34][CH:35]=3)=[C:24]([Cl:27])[CH:25]=[CH:26][C:19]=2[CH2:18][CH2:17]1)=[O:15])([CH3:12])([CH3:11])[CH3:10].[Cl-].[NH4+]. (4) Given the product [I:1][C:4]1[CH:9]=[C:8]([C:10]2[CH2:14][CH2:13][CH2:12][CH:11]=2)[CH:7]=[CH:6][N:5]=1, predict the reactants needed to synthesize it. The reactants are: [I-:1].[Na+].Cl[C:4]1[CH:9]=[C:8]([C:10]2[CH2:14][CH2:13][CH2:12][CH:11]=2)[CH:7]=[CH:6][N:5]=1.C(Cl)(=O)C. (5) Given the product [NH2:32][C:36]1[CH:37]=[CH:38][CH:39]=[CH:40][C:35]=1[NH:34][C:22]([C:13]1[C:14]([N:16]2[CH2:17][CH2:18][O:19][CH2:20][CH2:21]2)=[N:15][C:10]([NH:9][C:4]2[CH:5]=[CH:6][C:7]([F:8])=[C:2]([Cl:1])[CH:3]=2)=[N:11][CH:12]=1)=[O:24], predict the reactants needed to synthesize it. The reactants are: [Cl:1][C:2]1[CH:3]=[C:4]([NH:9][C:10]2[N:15]=[C:14]([N:16]3[CH2:21][CH2:20][O:19][CH2:18][CH2:17]3)[C:13]([C:22]([OH:24])=O)=[CH:12][N:11]=2)[CH:5]=[CH:6][C:7]=1[F:8].F[P-](F)(F)(F)(F)F.[N:32]1(O[P+](N(C)C)(N(C)C)N(C)C)[C:36]2[CH:37]=[CH:38][CH:39]=[CH:40][C:35]=2[N:34]=N1.CCN(CC)CC.C1(N)C=CC=CC=1N.